This data is from Catalyst prediction with 721,799 reactions and 888 catalyst types from USPTO. The task is: Predict which catalyst facilitates the given reaction. Reactant: C(N(CC)CC)C.[NH2:8][C:9]1[CH:14]=[CH:13][CH:12]=[CH:11][C:10]=1[OH:15].[C:16](=O)(OC(Cl)(Cl)Cl)[O:17]C(Cl)(Cl)Cl. Product: [O:15]1[C:10]2[CH:11]=[CH:12][CH:13]=[CH:14][C:9]=2[NH:8][C:16]1=[O:17]. The catalyst class is: 4.